From a dataset of Full USPTO retrosynthesis dataset with 1.9M reactions from patents (1976-2016). Predict the reactants needed to synthesize the given product. (1) Given the product [C:1]([O:5][C:6]([N:8]1[CH2:9][CH2:10][N:11]([C:14]2[C:15]3[CH2:23][CH2:22][C@H:21]([CH3:24])[NH:20][C:16]=3[N:17]=[CH:18][N:19]=2)[CH2:12][CH2:13]1)=[O:7])([CH3:4])([CH3:2])[CH3:3], predict the reactants needed to synthesize it. The reactants are: [C:1]([O:5][C:6]([N:8]1[CH2:13][CH2:12][N:11]([C:14]2[C:15]3[CH2:23][CH2:22][C@H:21]([CH3:24])[N:20](C(=O)C(OC)(C4C=CC=CC=4)C(F)(F)F)[C:16]=3[N:17]=[CH:18][N:19]=2)[CH2:10][CH2:9]1)=[O:7])([CH3:4])([CH3:3])[CH3:2].[Li+].[OH-].Cl. (2) Given the product [NH2:10][C:11]1[CH:16]=[CH:15][C:14]([C:17]2[CH:22]=[C:21]([NH:23][C:24](=[O:25])[C:26]3[CH:31]=[C:30]([I:32])[CH:29]=[N:28][CH:27]=3)[CH:20]=[N:19][C:18]=2[O:33][CH2:34][C:35]([F:36])([F:37])[F:38])=[CH:13][C:12]=1[Cl:39], predict the reactants needed to synthesize it. The reactants are: C(OC(=O)[NH:10][C:11]1[CH:16]=[CH:15][C:14]([C:17]2[C:18]([O:33][CH2:34][C:35]([F:38])([F:37])[F:36])=[N:19][CH:20]=[C:21]([NH:23][C:24]([C:26]3[CH:27]=[N:28][CH:29]=[C:30]([I:32])[CH:31]=3)=[O:25])[CH:22]=2)=[CH:13][C:12]=1[Cl:39])C1C=CC=CC=1.FC(F)(F)C(O)=O. (3) Given the product [CH2:18]([N:25]1[C:29]([CH:30]([OH:31])[CH2:3][CH2:4][CH:5]([C:12]2[CH:17]=[CH:16][CH:15]=[CH:14][CH:13]=2)[C:6]2[CH:11]=[CH:10][CH:9]=[CH:8][CH:7]=2)=[CH:28][N:27]=[CH:26]1)[C:19]1[CH:20]=[CH:21][CH:22]=[CH:23][CH:24]=1, predict the reactants needed to synthesize it. The reactants are: [Mg].Br[CH2:3][CH2:4][CH:5]([C:12]1[CH:17]=[CH:16][CH:15]=[CH:14][CH:13]=1)[C:6]1[CH:11]=[CH:10][CH:9]=[CH:8][CH:7]=1.[CH2:18]([N:25]1[C:29]([CH:30]=[O:31])=[CH:28][N:27]=[CH:26]1)[C:19]1[CH:24]=[CH:23][CH:22]=[CH:21][CH:20]=1.Cl. (4) Given the product [CH3:15][O:14][C:8]1[CH:7]=[C:6]([S:3]([N:2]([CH3:1])[CH2:16][CH2:17][N:18]([CH3:19])[S:40]([C:38]2[CH:37]=[CH:36][C:35]3[O:29][CH2:30][CH2:31][CH2:32][O:33][C:34]=3[CH:39]=2)(=[O:41])=[O:42])(=[O:4])=[O:5])[CH:11]=[CH:10][C:9]=1[O:12][CH3:13], predict the reactants needed to synthesize it. The reactants are: [CH3:1][N:2]([CH2:16][CH2:17][NH:18][CH3:19])[S:3]([C:6]1[CH:11]=[CH:10][C:9]([O:12][CH3:13])=[C:8]([O:14][CH3:15])[CH:7]=1)(=[O:5])=[O:4].CCN(C(C)C)C(C)C.[O:29]1[C:35]2[CH:36]=[CH:37][C:38]([S:40](Cl)(=[O:42])=[O:41])=[CH:39][C:34]=2[O:33][CH2:32][CH2:31][CH2:30]1.